This data is from Reaction yield outcomes from USPTO patents with 853,638 reactions. The task is: Predict the reaction yield, written as a fraction of the theoretical maximum amount of product (1.0 means a 100% yield; for example, 0.34 means a 34% yield). (1) The reactants are [CH3:1][C:2]1([CH3:29])[CH2:11][C:10]2[C:5](=[CH:6][CH:7]=[C:8]([C:12]([O:14]C)=[O:13])[CH:9]=2)[NH:4][CH:3]1[C:16]1[CH:21]=[CH:20][CH:19]=[C:18]([C:22](=[O:28])[NH:23][S:24]([CH3:27])(=[O:26])=[O:25])[CH:17]=1.[OH-].[Na+].C(OCC)(=O)C. The catalyst is CO. The product is [CH3:1][C:2]1([CH3:29])[CH2:11][C:10]2[C:5](=[CH:6][CH:7]=[C:8]([C:12]([OH:14])=[O:13])[CH:9]=2)[NH:4][CH:3]1[C:16]1[CH:21]=[CH:20][CH:19]=[C:18]([C:22](=[O:28])[NH:23][S:24]([CH3:27])(=[O:26])=[O:25])[CH:17]=1. The yield is 1.00. (2) The reactants are Br[C:2]1[C:3]([F:10])=[C:4]([NH2:9])[CH:5]=[CH:6][C:7]=1[F:8].C([Sn](CCCC)(CCCC)[C:16]1[CH:21]=[CH:20][CH:19]=[CH:18][N:17]=1)CCC.[Cl-].[Li+]. The catalyst is O1CCCC1.[Cu]I. The product is [F:10][C:3]1[C:2]([C:16]2[CH:21]=[CH:20][CH:19]=[CH:18][N:17]=2)=[C:7]([F:8])[CH:6]=[CH:5][C:4]=1[NH2:9]. The yield is 0.110. (3) The reactants are [H-].[Na+].[O:3]1[C:7]2[C:8](=[O:12])[NH:9][CH:10]=[CH:11][C:6]=2[CH:5]=[CH:4]1.I[CH2:14][CH2:15][O:16][CH:17]1[CH2:22][CH2:21][CH2:20][CH2:19][O:18]1.O. The catalyst is CN(C=O)C.C(OCC)(=O)C. The product is [O:18]1[CH2:19][CH2:20][CH2:21][CH2:22][CH:17]1[O:16][CH2:15][CH2:14][N:9]1[CH:10]=[CH:11][C:6]2[CH:5]=[CH:4][O:3][C:7]=2[C:8]1=[O:12]. The yield is 0.740. (4) The reactants are [Cl:1][CH2:2][C:3](Cl)=[O:4].O[NH:7][C:8]([C:10]1[S:11][CH:12]=[CH:13][N:14]=1)=[NH:9].C([O-])([O-])=O.[K+].[K+]. The catalyst is O. The product is [Cl:1][CH2:2][C:3]1[O:4][N:9]=[C:8]([C:10]2[S:11][CH:12]=[CH:13][N:14]=2)[N:7]=1. The yield is 0.250. (5) The reactants are C(=O)([O-])[O-].[Na+].[Na+].Br[C:8]1[CH:13]=[CH:12][N:11]=[CH:10][CH:9]=1.[Br:14][C:15]1[CH:20]=[CH:19][C:18](B(O)O)=[CH:17][CH:16]=1. The catalyst is C1C=CC=CC=1.C(O)C.C1(P(C2C=CC=CC=2)C2C=CC=CC=2)C=CC=CC=1.C1(P(C2C=CC=CC=2)C2C=CC=CC=2)C=CC=CC=1.C1(P(C2C=CC=CC=2)C2C=CC=CC=2)C=CC=CC=1.C1(P(C2C=CC=CC=2)C2C=CC=CC=2)C=CC=CC=1.[Pd]. The product is [Br:14][C:15]1[CH:20]=[CH:19][C:18]([C:8]2[CH:13]=[CH:12][N:11]=[CH:10][CH:9]=2)=[CH:17][CH:16]=1. The yield is 0.820. (6) The reactants are Br[C:2]1[N:7]=[N:6][C:5]([NH2:8])=[N:4][CH:3]=1.[Cl:9][C:10]1[CH:11]=[C:12](B(O)O)[CH:13]=[CH:14][C:15]=1[C:16]([O:18][CH3:19])=[O:17].P([O-])([O-])([O-])=O.[K+].[K+].[K+]. The catalyst is O1CCOCC1.O.C1C=CC([P]([Pd]([P](C2C=CC=CC=2)(C2C=CC=CC=2)C2C=CC=CC=2)([P](C2C=CC=CC=2)(C2C=CC=CC=2)C2C=CC=CC=2)[P](C2C=CC=CC=2)(C2C=CC=CC=2)C2C=CC=CC=2)(C2C=CC=CC=2)C2C=CC=CC=2)=CC=1. The product is [NH2:8][C:5]1[N:6]=[N:7][C:2]([C:12]2[CH:13]=[CH:14][C:15]([C:16]([O:18][CH3:19])=[O:17])=[C:10]([Cl:9])[CH:11]=2)=[CH:3][N:4]=1. The yield is 0.555.